This data is from Peptide-MHC class I binding affinity with 185,985 pairs from IEDB/IMGT. The task is: Regression. Given a peptide amino acid sequence and an MHC pseudo amino acid sequence, predict their binding affinity value. This is MHC class I binding data. (1) The peptide sequence is GAEALGPF. The MHC is H-2-Kb with pseudo-sequence H-2-Kb. The binding affinity (normalized) is 0. (2) The peptide sequence is RPQLGVGDV. The MHC is HLA-B40:01 with pseudo-sequence HLA-B40:01. The binding affinity (normalized) is 0.0847. (3) The peptide sequence is HPRHYATIM. The MHC is HLA-A02:01 with pseudo-sequence HLA-A02:01. The binding affinity (normalized) is 0. (4) The peptide sequence is ASPLYIPVI. The MHC is Mamu-A01 with pseudo-sequence Mamu-A01. The binding affinity (normalized) is 0.767. (5) The peptide sequence is FVVMLIIIM. The MHC is H-2-Db with pseudo-sequence H-2-Db. The binding affinity (normalized) is 0.120. (6) The binding affinity (normalized) is 0.0847. The MHC is HLA-B48:01 with pseudo-sequence HLA-B48:01. The peptide sequence is QRNGRIDRY.